The task is: Predict the product of the given reaction.. This data is from Forward reaction prediction with 1.9M reactions from USPTO patents (1976-2016). (1) The product is: [OH:6][C:5]1[CH:4]=[C:3]([C:2]([F:12])([F:11])[F:1])[N:16]=[CH:14][N:15]=1. Given the reactants [F:1][C:2]([F:12])([F:11])[C:3](=O)[CH2:4][C:5](OCC)=[O:6].Cl.[CH:14]([NH2:16])=[NH:15].C[O-].[Na+], predict the reaction product. (2) Given the reactants C(O[C:4]([C:6]1[CH:11]=[C:10]([Cl:12])[CH:9]=[C:8]([CH3:13])[N:7]=1)=[O:5])C.[NH2:14][C:15]1[CH:20]=[CH:19][C:18]([Cl:21])=[CH:17][N:16]=1, predict the reaction product. The product is: [Cl:21][C:18]1[CH:19]=[CH:20][C:15]([NH:14][C:4]([C:6]2[CH:11]=[C:10]([Cl:12])[CH:9]=[C:8]([CH3:13])[N:7]=2)=[O:5])=[N:16][CH:17]=1.